This data is from Forward reaction prediction with 1.9M reactions from USPTO patents (1976-2016). The task is: Predict the product of the given reaction. (1) Given the reactants Cl[C:2]1[CH:7]=[C:6]([C:8]2[CH:13]=[CH:12][C:11]([F:14])=[CH:10][CH:9]=2)[N:5]2[N:15]=[C:16]([CH2:25][O:26][CH2:27][CH3:28])[C:17]([C:18]3[CH:23]=[CH:22][C:21]([CH3:24])=[CH:20][CH:19]=3)=[C:4]2[N:3]=1.CCN(C(C)C)C(C)C.[NH:38]1[CH2:42][CH2:41][CH2:40][C@H:39]1[CH2:43][OH:44], predict the reaction product. The product is: [CH2:27]([O:26][CH2:25][C:16]1[C:17]([C:18]2[CH:23]=[CH:22][C:21]([CH3:24])=[CH:20][CH:19]=2)=[C:4]2[N:3]=[C:2]([N:38]3[CH2:42][CH2:41][CH2:40][C@H:39]3[CH2:43][OH:44])[CH:7]=[C:6]([C:8]3[CH:13]=[CH:12][C:11]([F:14])=[CH:10][CH:9]=3)[N:5]2[N:15]=1)[CH3:28]. (2) Given the reactants [NH2:1][CH2:2][CH2:3][O:4][CH2:5][CH2:6][N:7]1[C:19]2[C:18]3[CH:17]=[CH:16][CH:15]=[CH:14][C:13]=3[N:12]=[C:11]([NH2:20])[C:10]=2[N:9]=[C:8]1[CH2:21][O:22][CH2:23][CH3:24].C(N(CC)CC)C.[N:32]1([C:38](Cl)=[O:39])[CH2:37][CH2:36][O:35][CH2:34][CH2:33]1.O, predict the reaction product. The product is: [NH2:20][C:11]1[C:10]2[N:9]=[C:8]([CH2:21][O:22][CH2:23][CH3:24])[N:7]([CH2:6][CH2:5][O:4][CH2:3][CH2:2][NH:1][C:38]([N:32]3[CH2:37][CH2:36][O:35][CH2:34][CH2:33]3)=[O:39])[C:19]=2[C:18]2[CH:17]=[CH:16][CH:15]=[CH:14][C:13]=2[N:12]=1.